Dataset: Catalyst prediction with 721,799 reactions and 888 catalyst types from USPTO. Task: Predict which catalyst facilitates the given reaction. Reactant: [CH3:1][N:2]1[C:6]([C:7]2[C:12]([CH2:13]O)=[CH:11][CH:10]=[CH:9][N:8]=2)=[CH:5][CH:4]=[N:3]1.O=S(Cl)[Cl:17]. Product: [Cl:17][CH2:13][C:12]1[C:7]([C:6]2[N:2]([CH3:1])[N:3]=[CH:4][CH:5]=2)=[N:8][CH:9]=[CH:10][CH:11]=1. The catalyst class is: 2.